From a dataset of Reaction yield outcomes from USPTO patents with 853,638 reactions. Predict the reaction yield, written as a fraction of the theoretical maximum amount of product (1.0 means a 100% yield; for example, 0.34 means a 34% yield). (1) The reactants are [Br:1][C:2]1[N:7]=[CH:6][C:5](I)=[CH:4][N:3]=1.[C:9]([Si:11]([CH3:14])([CH3:13])[CH3:12])#[CH:10].C(N(CC)CC)C. The catalyst is C1COCC1.C1C=CC(P(C2C=CC=CC=2)C2C=CC=CC=2)=CC=1.C1C=CC(P(C2C=CC=CC=2)C2C=CC=CC=2)=CC=1.Cl[Pd]Cl.[Cu]I. The product is [Br:1][C:2]1[N:7]=[CH:6][C:5]([C:10]#[C:9][Si:11]([CH3:14])([CH3:13])[CH3:12])=[CH:4][N:3]=1. The yield is 0.700. (2) The reactants are [CH3:1][C:2]1[CH:6]=[C:5]([N:7]2[CH2:11][CH2:10][NH:9][C:8]2=[O:12])[S:4][C:3]=1[C:13]([O:15][CH2:16][CH3:17])=[O:14].[H-].[Na+].Br[CH2:21][CH2:22][O:23][Si:24]([C:27]([CH3:30])([CH3:29])[CH3:28])([CH3:26])[CH3:25]. The catalyst is CN(C)C=O. The product is [Si:24]([O:23][CH2:22][CH2:21][N:9]1[CH2:10][CH2:11][N:7]([C:5]2[S:4][C:3]([C:13]([O:15][CH2:16][CH3:17])=[O:14])=[C:2]([CH3:1])[CH:6]=2)[C:8]1=[O:12])([C:27]([CH3:30])([CH3:29])[CH3:28])([CH3:26])[CH3:25]. The yield is 0.790. (3) The reactants are C([O:9][CH2:10][C:11]1[CH:16]=[CH:15][CH:14]=[CH:13][C:12]=1[C:17]1[O:21][N:20]=[C:19]([CH2:22][O:23][CH3:24])[N:18]=1)(=O)C1C=CC=CC=1.[OH-].[Na+]. The catalyst is CO. The product is [CH3:24][O:23][CH2:22][C:19]1[N:18]=[C:17]([C:12]2[CH:13]=[CH:14][CH:15]=[CH:16][C:11]=2[CH2:10][OH:9])[O:21][N:20]=1. The yield is 0.950.